From a dataset of Reaction yield outcomes from USPTO patents with 853,638 reactions. Predict the reaction yield, written as a fraction of the theoretical maximum amount of product (1.0 means a 100% yield; for example, 0.34 means a 34% yield). (1) The reactants are [NH:1]1[CH2:7][CH2:6][CH2:5][CH2:4][CH2:3][CH2:2]1.[CH3:8][C:9]1([CH3:23])[C:13]([CH3:15])([CH3:14])[O:12][B:11]([C:16]2[CH:17]=[C:18]([CH:21]=O)[S:19][CH:20]=2)[O:10]1.C(O[BH-](OC(=O)C)OC(=O)C)(=O)C.[Na+].[N-]=C=O. The catalyst is C1COCC1. The product is [CH3:8][C:9]1([CH3:23])[C:13]([CH3:14])([CH3:15])[O:12][B:11]([C:16]2[CH:17]=[C:18]([CH2:21][N:1]3[CH2:7][CH2:6][CH2:5][CH2:4][CH2:3][CH2:2]3)[S:19][CH:20]=2)[O:10]1. The yield is 0.820. (2) The reactants are Br[C:2]1[CH:3]=[C:4]([NH:10][C:11]2[CH:16]=[CH:15][C:14]([O:17][CH2:18][CH2:19][N:20]([CH3:22])[CH3:21])=[CH:13][N:12]=2)[C:5](=[O:9])[N:6]([CH3:8])[CH:7]=1.[C:23]([O:26][CH2:27][C:28]1[C:33]([N:34]2[CH2:46][CH2:45][N:37]3[C:38]4[CH2:39][CH2:40][CH2:41][CH2:42][C:43]=4[CH:44]=[C:36]3[C:35]2=[O:47])=[CH:32][C:31]([F:48])=[CH:30][C:29]=1B1OC(C)(C)C(C)(C)O1)(=[O:25])[CH3:24].[O-]P([O-])([O-])=O.[K+].[K+].[K+].CC([O-])=O.[Na+]. The catalyst is CC#N.O.C1C=CC(P(C2C=CC=CC=2)[C-]2C=CC=C2)=CC=1.C1C=CC(P(C2C=CC=CC=2)[C-]2C=CC=C2)=CC=1.Cl[Pd]Cl.[Fe+2]. The product is [C:23]([O:26][CH2:27][C:28]1[C:33]([N:34]2[CH2:46][CH2:45][N:37]3[C:38]4[CH2:39][CH2:40][CH2:41][CH2:42][C:43]=4[CH:44]=[C:36]3[C:35]2=[O:47])=[CH:32][C:31]([F:48])=[CH:30][C:29]=1[C:2]1[CH:3]=[C:4]([NH:10][C:11]2[CH:16]=[CH:15][C:14]([O:17][CH2:18][CH2:19][N:20]([CH3:22])[CH3:21])=[CH:13][N:12]=2)[C:5](=[O:9])[N:6]([CH3:8])[CH:7]=1)(=[O:25])[CH3:24]. The yield is 0.500. (3) The reactants are C[N:2](C)[CH:3]=[CH:4][C:5]([C:7]1[C:12](=[O:13])[CH:11]=[CH:10][N:9]([C:14]2[CH:19]=[CH:18][CH:17]=[CH:16][C:15]=2[CH3:20])[N:8]=1)=O.[C:22]1([NH:28]N)[CH:27]=[CH:26][CH:25]=[CH:24][CH:23]=1. The catalyst is CO. The product is [CH3:20][C:15]1[CH:16]=[CH:17][CH:18]=[CH:19][C:14]=1[N:9]1[CH:10]=[CH:11][C:12](=[O:13])[C:7]([C:5]2[N:28]([C:22]3[CH:27]=[CH:26][CH:25]=[CH:24][CH:23]=3)[N:2]=[CH:3][CH:4]=2)=[N:8]1. The yield is 0.120.